Task: Regression. Given two drug SMILES strings and cell line genomic features, predict the synergy score measuring deviation from expected non-interaction effect.. Dataset: NCI-60 drug combinations with 297,098 pairs across 59 cell lines Drug 1: CC1C(C(CC(O1)OC2CC(CC3=C2C(=C4C(=C3O)C(=O)C5=C(C4=O)C(=CC=C5)OC)O)(C(=O)C)O)N)O.Cl. Drug 2: CN(C(=O)NC(C=O)C(C(C(CO)O)O)O)N=O. Cell line: NCI-H460. Synergy scores: CSS=7.56, Synergy_ZIP=-0.122, Synergy_Bliss=-4.36, Synergy_Loewe=-52.0, Synergy_HSA=-4.30.